Dataset: Reaction yield outcomes from USPTO patents with 853,638 reactions. Task: Predict the reaction yield, written as a fraction of the theoretical maximum amount of product (1.0 means a 100% yield; for example, 0.34 means a 34% yield). (1) The reactants are [C:1]([C@@H:3]1[CH2:8][CH2:7][N:6](C(OC(C)(C)C)=O)[C@@H:5]([C:16]2[CH:21]=[CH:20][C:19]([F:22])=[C:18]([F:23])[CH:17]=2)[CH2:4]1)#[N:2].C(#N)C.[ClH:27]. The catalyst is O1CCOCC1. The product is [ClH:27].[F:23][C:18]1[CH:17]=[C:16]([C@H:5]2[CH2:4][C@H:3]([C:1]#[N:2])[CH2:8][CH2:7][NH:6]2)[CH:21]=[CH:20][C:19]=1[F:22]. The yield is 0.960. (2) The reactants are O=O.[C:3]1([C:9]2[CH2:13][S:12][CH2:11][C:10]=2[C:14]([OH:16])=[O:15])[CH:8]=[CH:7][CH:6]=[CH:5][CH:4]=1.C(N(CC)CC)C.[H][H]. The catalyst is COC(C)(C)C.CO. The product is [C:3]1([CH:9]2[CH2:13][S:12][CH2:11][CH:10]2[C:14]([OH:16])=[O:15])[CH:4]=[CH:5][CH:6]=[CH:7][CH:8]=1. The yield is 0.600. (3) The reactants are C[N:2](C)[CH:3]=[CH:4][C:5]([C:7]1[C:12](=[O:13])[CH:11]=[CH:10][N:9]([C:14]2[CH:19]=[CH:18][C:17]([O:20][CH3:21])=[CH:16][CH:15]=2)[N:8]=1)=O.[C:23]1([NH:29]N)[CH:28]=[CH:27][CH:26]=[CH:25][CH:24]=1. The catalyst is CO. The product is [CH3:21][O:20][C:17]1[CH:18]=[CH:19][C:14]([N:9]2[CH:10]=[CH:11][C:12](=[O:13])[C:7]([C:5]3[N:29]([C:23]4[CH:28]=[CH:27][CH:26]=[CH:25][CH:24]=4)[N:2]=[CH:3][CH:4]=3)=[N:8]2)=[CH:15][CH:16]=1. The yield is 0.170. (4) The yield is 0.818. The product is [CH2:12]([O:11][C:9]([N:8]1[C@H:3]([CH2:2][OH:1])[CH2:4][CH2:5][C@H:6]([C:19]([OH:21])=[O:20])[CH2:7]1)=[O:10])[C:13]1[CH:18]=[CH:17][CH:16]=[CH:15][CH:14]=1. The catalyst is CO.O. The reactants are [OH:1][CH2:2][C@H:3]1[N:8]([C:9]([O:11][CH2:12][C:13]2[CH:18]=[CH:17][CH:16]=[CH:15][CH:14]=2)=[O:10])[CH2:7][C@@H:6]([C:19]([O:21]C)=[O:20])[CH2:5][CH2:4]1.O.[OH-].[Li+]. (5) The reactants are F[P-](F)(F)(F)(F)F.N1(O[P+](N(C)C)(N(C)C)N(C)C)C2C=CC=CC=2N=N1.[K].[CH3:29][C:30]([O:33][C:34]([N:36]1[CH2:41][CH2:40][N:39]([C:42]2[C:43]([C:48]([O-])=O)=[N:44][CH:45]=[CH:46][CH:47]=2)[CH2:38][CH2:37]1)=[O:35])([CH3:32])[CH3:31].CN1CC[O:55][CH2:54]C1.[F:58][C:59]([F:73])([F:72])[C:60]1[CH:61]=[C:62]([NH:70][NH2:71])[CH:63]=[C:64]([C:66]([F:69])([F:68])[F:67])[CH:65]=1. The catalyst is CN(C=O)C.CCOC(C)=O. The product is [F:58][C:59]([F:72])([F:73])[C:60]1[CH:61]=[C:62]([NH:70][NH:71][C:54](=[O:55])[CH:42]([N:39]2[CH2:38][CH2:37][N:36]([C:34]([O:33][C:30]([CH3:29])([CH3:31])[CH3:32])=[O:35])[CH2:41][CH2:40]2)[C:43]2[CH:48]=[CH:47][CH:46]=[CH:45][N:44]=2)[CH:63]=[C:64]([C:66]([F:69])([F:67])[F:68])[CH:65]=1. The yield is 0.470. (6) The reactants are [N+:1]([C:4]1[CH:9]=[CH:8][C:7]([F:10])=[CH:6][C:5]=1[OH:11])([O-:3])=[O:2].Br[C:13]([F:20])([F:19])[C:14]([N:16]([CH3:18])[CH3:17])=[O:15].C([O-])([O-])=O.[Na+].[Na+].O. The catalyst is CC(N(C)C)=O. The product is [F:19][C:13]([F:20])([O:11][C:5]1[CH:6]=[C:7]([F:10])[CH:8]=[CH:9][C:4]=1[N+:1]([O-:3])=[O:2])[C:14]([N:16]([CH3:18])[CH3:17])=[O:15]. The yield is 0.380. (7) The reactants are [OH-].[Na+].[F:3][C:4]([F:15])([F:14])[O:5][C:6]1[CH:7]=[C:8]([CH:11]=[CH:12][CH:13]=1)[CH:9]=O.[O:16]=[C:17]([CH3:27])[CH2:18]P(=O)(OCC)OCC. The catalyst is [I-].C([N+](CCCC)(CCCC)CCCC)CCC.C(Cl)Cl. The product is [F:3][C:4]([F:15])([F:14])[O:5][C:6]1[CH:7]=[C:8]([CH:9]=[CH:18][C:17](=[O:16])[CH3:27])[CH:11]=[CH:12][CH:13]=1. The yield is 0.540.